Task: Predict which catalyst facilitates the given reaction.. Dataset: Catalyst prediction with 721,799 reactions and 888 catalyst types from USPTO (1) Reactant: [CH3:1][N:2]1[C:6]([C:7]2[CH:19]=[N:18][C:17]3[C:16]4[CH:15]=[CH:14][C:13]([C:20]([O:22][CH3:23])=[O:21])=[CH:12][C:11]=4[NH:10][C:9]=3[CH:8]=2)=[C:5]([CH3:24])[N:4]=[N:3]1.[C:25]1([C@@H:31]([CH:33]2[CH2:38][CH2:37][O:36][CH2:35][CH2:34]2)O)[CH:30]=[CH:29][CH:28]=[CH:27][CH:26]=1. Product: [CH3:1][N:2]1[C:6]([C:7]2[CH:19]=[N:18][C:17]3[C:16]4[CH:15]=[CH:14][C:13]([C:20]([O:22][CH3:23])=[O:21])=[CH:12][C:11]=4[N:10]([C@H:31]([C:25]4[CH:30]=[CH:29][CH:28]=[CH:27][CH:26]=4)[CH:33]4[CH2:34][CH2:35][O:36][CH2:37][CH2:38]4)[C:9]=3[CH:8]=2)=[C:5]([CH3:24])[N:4]=[N:3]1. The catalyst class is: 11. (2) Reactant: [CH3:1][O:2][C:3]([C@@H:5]1[CH2:9][C@@H:8](OS(C)(=O)=O)[CH2:7][N:6]1[C:15]([O:17][C:18]([CH3:21])([CH3:20])[CH3:19])=[O:16])=[O:4].[N-:22]=[N+:23]=[N-:24].[Na+]. Product: [CH3:1][O:2][C:3]([C@@H:5]1[CH2:9][C@H:8]([N:22]=[N+:23]=[N-:24])[CH2:7][N:6]1[C:15]([O:17][C:18]([CH3:21])([CH3:20])[CH3:19])=[O:16])=[O:4]. The catalyst class is: 16. (3) Reactant: [C:1](Cl)(Cl)=[O:2].C1(C)C=CC=CC=1.[Cl:12][C:13]1[C:14]([F:20])=[C:15]([CH:17]=[CH:18][CH:19]=1)[NH2:16].C(N(CC)CC)C.Cl.[CH3:29][N:30]1[CH2:35][CH2:34][N:33]([C:36]2[CH:41]=[C:40]([C:42]3[CH:51]=[C:50]4[C:45]([CH2:46][CH2:47][NH:48][CH2:49]4)=[CH:44][CH:43]=3)[N:39]=[C:38]([NH2:52])[N:37]=2)[CH2:32][CH2:31]1. Product: [NH2:52][C:38]1[N:39]=[C:40]([C:42]2[CH:51]=[C:50]3[C:45]([CH2:46][CH2:47][N:48]([C:1]([NH:16][C:15]4[CH:17]=[CH:18][CH:19]=[C:13]([Cl:12])[C:14]=4[F:20])=[O:2])[CH2:49]3)=[CH:44][CH:43]=2)[CH:41]=[C:36]([N:33]2[CH2:32][CH2:31][N:30]([CH3:29])[CH2:35][CH2:34]2)[N:37]=1. The catalyst class is: 577. (4) Reactant: [NH2:1][C:2]1[CH:10]=[C:9]([O:11][CH3:12])[CH:8]=[C:7]([O:13][CH3:14])[C:3]=1[C:4]([NH2:6])=[O:5].[C:15]([N:18]1[CH2:23][CH2:22][CH:21]([O:24][C:25]2[CH:32]=[CH:31][C:28]([CH:29]=O)=[CH:27][CH:26]=2)[CH2:20][CH2:19]1)(=[O:17])[CH3:16].OS([O-])=O.[Na+].CC1C=CC(S(O)(=O)=O)=CC=1. Product: [C:15]([N:18]1[CH2:23][CH2:22][CH:21]([O:24][C:25]2[CH:26]=[CH:27][C:28]([C:29]3[NH:6][C:4](=[O:5])[C:3]4[C:2](=[CH:10][C:9]([O:11][CH3:12])=[CH:8][C:7]=4[O:13][CH3:14])[N:1]=3)=[CH:31][CH:32]=2)[CH2:20][CH2:19]1)(=[O:17])[CH3:16]. The catalyst class is: 80.